Predict the reactants needed to synthesize the given product. From a dataset of Full USPTO retrosynthesis dataset with 1.9M reactions from patents (1976-2016). (1) The reactants are: BrCC[CH2:4][O:5][C:6]1[CH:7]=[C:8]2[C:13](=[CH:14][C:15]=1[O:16][CH3:17])[N:12]=[CH:11][N:10]=[C:9]2[O:18][C:19]1[CH:24]=[CH:23][C:22]([NH:25][C:26]([NH:28][CH2:29][CH2:30][CH3:31])=[O:27])=[C:21](Cl)[CH:20]=1.[C:33](=[O:36])([O-])[O-].[K+].[K+].[CH3:39][N:40]1[CH2:45][CH2:44]N[CH2:42][CH2:41]1.CN(C)[CH:48]=[O:49]. Given the product [CH3:48][O:49][C:21]1[CH:20]=[C:19]([O:18][C:9]2[C:8]3[C:13](=[CH:14][C:15]([O:16][CH2:17][CH2:42][CH2:41][N:40]4[CH2:39][CH2:33][O:36][CH2:44][CH2:45]4)=[C:6]([O:5][CH3:4])[CH:7]=3)[N:12]=[CH:11][N:10]=2)[CH:24]=[CH:23][C:22]=1[NH:25][C:26]([NH:28][CH2:29][CH2:30][CH3:31])=[O:27], predict the reactants needed to synthesize it. (2) Given the product [C:35]([NH:54][C@H:55]([C:59]([O:61][CH2:62][CH:63]([CH2:70][O:71][C:72](=[O:90])[CH2:73][CH2:74][CH2:75][CH2:76][CH2:77][CH2:78][CH2:79][CH2:80][CH2:81][CH2:82][CH2:83][CH2:84][CH2:85][CH2:86][CH2:87][CH2:88][CH3:89])[CH2:64][CH2:65][CH2:66][C:67]([O:34][CH:17]([CH2:16][O:15][C:10]1[CH:9]=[CH:8][CH:7]=[C:6]2[C:11]=1[C:12](=[O:14])[CH:13]=[C:4]([C:1]([OH:3])=[O:2])[O:5]2)[CH2:18][O:19][C:20]1[CH:29]=[CH:28][CH:27]=[C:26]2[C:21]=1[C:22](=[O:33])[CH:23]=[C:24]([C:30]([OH:32])=[O:31])[O:25]2)=[O:68])=[O:60])[CH:56]([CH3:58])[CH3:57])([C:36]1[CH:37]=[CH:38][CH:39]=[CH:40][CH:41]=1)([C:42]1[CH:47]=[CH:46][CH:45]=[CH:44][CH:43]=1)[C:48]1[CH:53]=[CH:52][CH:51]=[CH:50][CH:49]=1, predict the reactants needed to synthesize it. The reactants are: [C:1]([C:4]1[O:5][C:6]2[C:11]([C:12](=[O:14])[CH:13]=1)=[C:10]([O:15][CH2:16][CH:17]([OH:34])[CH2:18][O:19][C:20]1[CH:29]=[CH:28][CH:27]=[C:26]3[C:21]=1[C:22](=[O:33])[CH:23]=[C:24]([C:30]([OH:32])=[O:31])[O:25]3)[CH:9]=[CH:8][CH:7]=2)([OH:3])=[O:2].[C:35]([NH:54][C@H:55]([C:59]([O:61][CH2:62][CH:63]([CH2:70][O:71][C:72](=[O:90])[CH2:73][CH2:74][CH2:75][CH2:76][CH2:77][CH2:78][CH2:79][CH2:80][CH2:81][CH2:82][CH2:83][CH2:84][CH2:85][CH2:86][CH2:87][CH2:88][CH3:89])[CH2:64][CH2:65][CH2:66][C:67](O)=[O:68])=[O:60])[CH:56]([CH3:58])[CH3:57])([C:48]1[CH:53]=[CH:52][CH:51]=[CH:50][CH:49]=1)([C:42]1[CH:47]=[CH:46][CH:45]=[CH:44][CH:43]=1)[C:36]1[CH:41]=[CH:40][CH:39]=[CH:38][CH:37]=1.CN(C1C=CC=CN=1)C.C1CCC(N=C=NC2CCCCC2)CC1. (3) The reactants are: [CH2:1]([N:8]1[C:12]([C:13]2[CH:18]=[CH:17][CH:16]=[CH:15][CH:14]=2)=[N:11][C:10]([NH:19]C(=O)C2C=CC=CC=2)=[N:9]1)[C:2]1[CH:7]=[CH:6][CH:5]=[CH:4][CH:3]=1.Cl.[OH-].[Na+]. Given the product [CH2:1]([N:8]1[C:12]([C:13]2[CH:18]=[CH:17][CH:16]=[CH:15][CH:14]=2)=[N:11][C:10]([NH2:19])=[N:9]1)[C:2]1[CH:7]=[CH:6][CH:5]=[CH:4][CH:3]=1, predict the reactants needed to synthesize it. (4) Given the product [CH2:22]([O:29][C:30]1[CH:31]=[C:32]2[C:33]([CH:34]=[C:3]([O:2][CH3:1])[C:4](=[O:6])[O:5]2)=[CH:36][C:37]=1[N+:38]([O-:40])=[O:39])[C:23]1[CH:24]=[CH:25][CH:26]=[CH:27][CH:28]=1, predict the reactants needed to synthesize it. The reactants are: [CH3:1][O:2][CH2:3][C:4]([O-:6])=[O:5].[Na+].COCC(O)=O.[OH-].[Na+].COCC(Cl)=O.[CH2:22]([O:29][C:30]1[C:37]([N+:38]([O-:40])=[O:39])=[CH:36][C:33]([CH:34]=O)=[C:32](O)[CH:31]=1)[C:23]1[CH:28]=[CH:27][CH:26]=[CH:25][CH:24]=1. (5) Given the product [C:21]([O:25][C:26]([N:28]1[CH2:37][C:36]([CH3:39])([CH3:38])[C:35]2[C:30](=[CH:31][C:32]([NH:40][C:14](=[O:16])[C:13]3[CH:17]=[CH:18][CH:19]=[CH:20][C:12]=3[NH:11][CH2:10][C:3]3[C:4]4[C:5](=[N:6][CH:7]=[CH:8][CH:9]=4)[NH:1][CH:2]=3)=[CH:33][CH:34]=2)[CH2:29]1)=[O:27])([CH3:24])([CH3:22])[CH3:23], predict the reactants needed to synthesize it. The reactants are: [NH:1]1[C:5]2=[N:6][CH:7]=[CH:8][CH:9]=[C:4]2[C:3]([CH2:10][NH:11][C:12]2[CH:20]=[CH:19][CH:18]=[CH:17][C:13]=2[C:14]([OH:16])=O)=[CH:2]1.[C:21]([O:25][C:26]([N:28]1[CH2:37][C:36]([CH3:39])([CH3:38])[C:35]2[C:30](=[CH:31][C:32]([NH2:40])=[CH:33][CH:34]=2)[CH2:29]1)=[O:27])([CH3:24])([CH3:23])[CH3:22].CN(C(ON1N=NC2C=CC=CC1=2)=[N+](C)C)C.[B-](F)(F)(F)F.CCN(C(C)C)C(C)C.